Dataset: Catalyst prediction with 721,799 reactions and 888 catalyst types from USPTO. Task: Predict which catalyst facilitates the given reaction. (1) Reactant: [C:1]([O:5][C:6]([N:8]1[CH2:13][CH2:12][CH:11]([C:14]2[CH:19]=[CH:18][C:17]([C:20](O)=[O:21])=[CH:16][CH:15]=2)[CH2:10][CH2:9]1)=[O:7])([CH3:4])([CH3:3])[CH3:2].ClC(N(C)C)=C(C)C.C[Si]([N-][Si](C)(C)C)(C)C.[Li+].[NH2:41][C:42]1[N:47]=[CH:46][CH:45]=[CH:44][N:43]=1. Product: [C:1]([O:5][C:6]([N:8]1[CH2:9][CH2:10][CH:11]([C:14]2[CH:15]=[CH:16][C:17]([C:20](=[O:21])[NH:41][C:42]3[N:47]=[CH:46][CH:45]=[CH:44][N:43]=3)=[CH:18][CH:19]=2)[CH2:12][CH2:13]1)=[O:7])([CH3:3])([CH3:2])[CH3:4]. The catalyst class is: 1. (2) Reactant: [CH3:1][C:2]([CH3:24])([S@@:4]([NH:6][C@@:7]([C:17]1[CH:22]=[CH:21][CH:20]=[CH:19][C:18]=1[F:23])([CH:14]([F:16])[F:15])[CH2:8][C:9](OCC)=[O:10])=[O:5])[CH3:3].CC(C[AlH]CC(C)C)C. Product: [F:16][CH:14]([F:15])[C@@:7]([NH:6][S@:4]([C:2]([CH3:3])([CH3:1])[CH3:24])=[O:5])([C:17]1[CH:22]=[CH:21][CH:20]=[CH:19][C:18]=1[F:23])[CH2:8][CH:9]=[O:10]. The catalyst class is: 2.